From a dataset of Peptide-MHC class I binding affinity with 185,985 pairs from IEDB/IMGT. Regression. Given a peptide amino acid sequence and an MHC pseudo amino acid sequence, predict their binding affinity value. This is MHC class I binding data. The binding affinity (normalized) is 0.0847. The peptide sequence is YYYNFSEDL. The MHC is HLA-B58:01 with pseudo-sequence HLA-B58:01.